The task is: Predict the reaction yield, written as a fraction of the theoretical maximum amount of product (1.0 means a 100% yield; for example, 0.34 means a 34% yield).. This data is from Reaction yield outcomes from USPTO patents with 853,638 reactions. (1) The reactants are [OH:1][CH2:2][C@H:3]1[CH2:8][CH2:7][C@H:6]([NH:9][C:10](=[O:16])[O:11][C:12]([CH3:15])([CH3:14])[CH3:13])[CH2:5][CH2:4]1.C(N(CC)CC)C.[C:24]1([CH3:34])[CH:29]=[CH:28][C:27]([S:30](Cl)(=[O:32])=[O:31])=[CH:26][CH:25]=1.O. The catalyst is C(Cl)Cl.CN(C)C1C=CN=CC=1. The product is [CH3:34][C:24]1[CH:29]=[CH:28][C:27]([S:30]([O:1][CH2:2][C@H:3]2[CH2:4][CH2:5][C@H:6]([NH:9][C:10]([O:11][C:12]([CH3:13])([CH3:15])[CH3:14])=[O:16])[CH2:7][CH2:8]2)(=[O:32])=[O:31])=[CH:26][CH:25]=1. The yield is 0.860. (2) The reactants are Cl[C:2]1[CH:7]=[C:6]2[CH2:8][O:9][C:10]3[CH:39]=[C:38]4[C:13]([CH:14]=[CH:15][C:16]5[N:20]=[C:19]([C@@H:21]6[CH2:25][CH2:24][C@H:23]([CH3:26])[N:22]6[C:27](=[O:37])[C@@H:28]([NH:32][C:33](=[O:36])[O:34][CH3:35])[CH:29]([CH3:31])[CH3:30])[NH:18][C:17]=54)=[CH:12][C:11]=3[C:5]2=[CH:4][CH:3]=1.[B:40]1([B:40]2[O:44][C:43]([CH3:46])([CH3:45])[C:42]([CH3:48])([CH3:47])[O:41]2)[O:44][C:43]([CH3:46])([CH3:45])[C:42]([CH3:48])([CH3:47])[O:41]1.CC([O-])=O.[K+]. The catalyst is O1CCOCC1.C1C=CC(/C=C/C(/C=C/C2C=CC=CC=2)=O)=CC=1.C1C=CC(/C=C/C(/C=C/C2C=CC=CC=2)=O)=CC=1.C1C=CC(/C=C/C(/C=C/C2C=CC=CC=2)=O)=CC=1.[Pd].[Pd].CC(C1C=C(C(C)C)C(C2C=CC=CC=2P(C2CCCCC2)C2CCCCC2)=C(C(C)C)C=1)C. The product is [CH3:31][CH:29]([CH3:30])[C@H:28]([NH:32][C:33](=[O:36])[O:34][CH3:35])[C:27]([N:22]1[C@H:21]([C:19]2[NH:18][C:17]3[C:38]4[C:13]([CH:14]=[CH:15][C:16]=3[N:20]=2)=[CH:12][C:11]2[C:5]3[C:6]([CH2:8][O:9][C:10]=2[CH:39]=4)=[CH:7][C:2]([B:40]2[O:44][C:43]([CH3:46])([CH3:45])[C:42]([CH3:48])([CH3:47])[O:41]2)=[CH:3][CH:4]=3)[CH2:25][CH2:24][C@@H:23]1[CH3:26])=[O:37]. The yield is 0.720. (3) The reactants are [OH:1][C:2]1[CH:7]=[CH:6][C:5]([N:8]2[C:13](=[O:14])[C:12]([CH2:15][C:16]3[CH:21]=[CH:20][C:19]([C:22]4[C:23]([C:28]#[N:29])=[CH:24][CH:25]=[CH:26][CH:27]=4)=[CH:18][CH:17]=3)=[C:11]([CH2:30][CH2:31][CH3:32])[N:10]=[C:9]2[CH3:33])=[CH:4][CH:3]=1.[Si](O[CH:42]1[CH2:48][CH2:47][CH2:46][CH:45]([OH:49])[CH2:44][CH2:43]1)(C(C)(C)C)(C)C.C1(P(C2C=CC=CC=2)C2C=CC=CC=2)C=CC=CC=1.[N:70]([C:71]([O:73]C(C)C)=[O:72])=[N:70][C:71]([O:73]C(C)C)=[O:72]. The catalyst is O1CCCC1.O.C(OCC)(=O)C. The product is [OH:49][CH:45]1[CH2:44][CH2:43][CH2:42][CH:48]([O:1][C:2]2[CH:3]=[CH:4][C:5]([N:8]3[C:13](=[O:14])[C:12]([CH2:15][C:16]4[CH:21]=[CH:20][C:19]([C:22]5[CH:27]=[CH:26][CH:25]=[CH:24][C:23]=5[C:28]5[NH:70][C:71](=[O:72])[O:73][N:29]=5)=[CH:18][CH:17]=4)=[C:11]([CH2:30][CH2:31][CH3:32])[N:10]=[C:9]3[CH3:33])=[CH:6][CH:7]=2)[CH2:47][CH2:46]1. The yield is 0.530. (4) The reactants are [F:1][C:2]1[CH:3]=[CH:4][CH:5]=[C:6]2[C:10]=1[NH:9][C:8](=[O:11])[C:7]2([CH3:13])[CH3:12].C(O)(=O)C.[Br:18]Br.S([O-])([O-])(=O)=S.[Na+].[Na+]. The catalyst is ClCCl. The product is [Br:18][C:4]1[CH:5]=[C:6]2[C:10](=[C:2]([F:1])[CH:3]=1)[NH:9][C:8](=[O:11])[C:7]2([CH3:13])[CH3:12]. The yield is 0.820. (5) The reactants are [Li]CCCC.Br[C:7]1[CH:12]=[CH:11][CH:10]=[CH:9][C:8]=1[O:13][CH3:14].[CH3:15][Sn:16](Cl)([CH3:18])[CH3:17]. The catalyst is C(OCC)C. The product is [CH3:15][Sn:16]([CH3:18])([CH3:17])[C:7]1[CH:12]=[CH:11][CH:10]=[CH:9][C:8]=1[O:13][CH3:14]. The yield is 0.760.